From a dataset of Peptide-MHC class II binding affinity with 134,281 pairs from IEDB. Regression. Given a peptide amino acid sequence and an MHC pseudo amino acid sequence, predict their binding affinity value. This is MHC class II binding data. (1) The peptide sequence is DEINTIFSDYIPYVF. The MHC is HLA-DPA10201-DPB11401 with pseudo-sequence HLA-DPA10201-DPB11401. The binding affinity (normalized) is 0.110. (2) The peptide sequence is GAVFLGFLGAAGSTMG. The MHC is HLA-DPA10201-DPB11401 with pseudo-sequence HLA-DPA10201-DPB11401. The binding affinity (normalized) is 0.368. (3) The peptide sequence is AAATAGTTVYGALAA. The binding affinity (normalized) is 0.0931. The MHC is HLA-DPA10103-DPB10601 with pseudo-sequence HLA-DPA10103-DPB10601. (4) The peptide sequence is TEEQKLIEKINAGFK. The MHC is DRB1_0901 with pseudo-sequence DRB1_0901. The binding affinity (normalized) is 0.201. (5) The peptide sequence is FAEVLKDAIKDLVMTKPAPTCNIR. The MHC is DRB1_1301 with pseudo-sequence DRB1_1301. The binding affinity (normalized) is 0. (6) The peptide sequence is PSYVKQNTLKLAT. The binding affinity (normalized) is 0.574. The MHC is DRB1_0101 with pseudo-sequence DRB1_0101.